From a dataset of Reaction yield outcomes from USPTO patents with 853,638 reactions. Predict the reaction yield, written as a fraction of the theoretical maximum amount of product (1.0 means a 100% yield; for example, 0.34 means a 34% yield). The product is [F:29][C:2]([F:1])([F:28])[C:3]1[CH:27]=[CH:26][C:6]([O:7][CH2:8][C:9]2[NH:13][C:12]3[CH:14]=[CH:15][C:16]([C:18]4[CH:25]=[CH:24][CH:23]=[CH:22][C:19]=4[CH:20]([OH:21])[CH2:30][CH3:31])=[CH:17][C:11]=3[N:10]=2)=[CH:5][CH:4]=1. The yield is 0.910. The reactants are [F:1][C:2]([F:29])([F:28])[C:3]1[CH:27]=[CH:26][C:6]([O:7][CH2:8][C:9]2[NH:13][C:12]3[CH:14]=[CH:15][C:16]([C:18]4[CH:25]=[CH:24][CH:23]=[CH:22][C:19]=4[CH:20]=[O:21])=[CH:17][C:11]=3[N:10]=2)=[CH:5][CH:4]=1.[CH2:30]([Mg]Cl)[CH3:31]. The catalyst is C1COCC1.